Predict the reactants needed to synthesize the given product. From a dataset of Full USPTO retrosynthesis dataset with 1.9M reactions from patents (1976-2016). (1) Given the product [CH2:1]([C:3]1[CH:23]=[CH:22][CH:21]=[C:20]([CH3:24])[C:4]=1[CH2:5][NH:6][C:7]1[C:8]2[N:9]([N:16]=[C:17]([CH3:19])[N:18]=2)[CH:10]=[C:11]([C:13]([N:27]([CH3:28])[CH3:26])=[O:15])[CH:12]=1)[CH3:2], predict the reactants needed to synthesize it. The reactants are: [CH2:1]([C:3]1[CH:23]=[CH:22][CH:21]=[C:20]([CH3:24])[C:4]=1[CH2:5][NH:6][C:7]1[C:8]2[N:9]([N:16]=[C:17]([CH3:19])[N:18]=2)[CH:10]=[C:11]([C:13]([OH:15])=O)[CH:12]=1)[CH3:2].C1N=[CH:28][N:27](C(N2C=NC=C2)=O)[CH:26]=1.CNC. (2) Given the product [CH2:21]([S:13][C:12]1[NH:14][C:15](=[O:19])[C:9]2[CH:8]=[CH:7][C:5]3[O:6][C:2]([F:1])([F:20])[O:3][C:4]=3[C:10]=2[N:11]=1)[CH3:22], predict the reactants needed to synthesize it. The reactants are: [F:1][C:2]1([F:20])[O:6][C:5]2[CH:7]=[CH:8][CH:9]=[C:10]([NH:11][C:12]([NH:14][C:15](=[O:19])OCC)=[S:13])[C:4]=2[O:3]1.[CH2:21](I)[CH3:22].C(=O)([O-])[O-].[K+].[K+].C1(OC2C=CC=CC=2)C=CC=CC=1. (3) Given the product [CH3:15][O:16][C:17]1[CH:22]=[CH:21][C:20]([N:23]2[C:35]3([CH2:40][CH2:39][NH:38][CH2:37][CH2:36]3)[C:34](=[O:41])[NH:33][CH2:32]2)=[CH:19][CH:18]=1, predict the reactants needed to synthesize it. The reactants are: C(N1CCC(=O)CC1)C1C=CC=CC=1.[CH3:15][O:16][C:17]1[CH:22]=[CH:21][C:20]([NH2:23])=[CH:19][CH:18]=1.FC1C=CC(N2[C:35]3([CH2:40][CH2:39][NH:38][CH2:37][CH2:36]3)[C:34](=[O:41])[NH:33][CH2:32]2)=CC=1. (4) Given the product [CH3:1][O:2][P:3]([CH:7]([C:8]1[CH:13]=[CH:12][CH:11]=[C:10]([N+:14]([O-:16])=[O:15])[CH:9]=1)[O:17][CH:19]1[CH2:20][CH2:21][CH2:22][CH2:23][O:18]1)(=[O:6])[O:4][CH3:5], predict the reactants needed to synthesize it. The reactants are: [CH3:1][O:2][P:3]([CH:7]([OH:17])[C:8]1[CH:13]=[CH:12][CH:11]=[C:10]([N+:14]([O-:16])=[O:15])[CH:9]=1)(=[O:6])[O:4][CH3:5].[O:18]1[CH:23]=[CH:22][CH2:21][CH2:20][CH2:19]1.C1(C)C=CC(S(O)(=O)=O)=CC=1. (5) Given the product [Br:1][C:2]1[CH:7]=[CH:6][C:5]([C:8]2[N:12]([C:13]3[CH:14]=[CH:15][C:16]([S:19]([NH2:22])(=[O:20])=[O:21])=[N:17][CH:18]=3)[N:11]=[C:10]([C:23]([F:26])([F:24])[F:25])[C:9]=2[Cl:27])=[CH:4][CH:3]=1, predict the reactants needed to synthesize it. The reactants are: [Br:1][C:2]1[CH:7]=[CH:6][C:5]([C:8]2[N:12]([C:13]3[CH:14]=[CH:15][C:16]([S:19]([NH2:22])(=[O:21])=[O:20])=[N:17][CH:18]=3)[N:11]=[C:10]([C:23]([F:26])([F:25])[F:24])[CH:9]=2)=[CH:4][CH:3]=1.[Cl:27]N1C(=O)CCC1=O.S([O-])([O-])(=O)=S.[Na+].[Na+].C(OCC)C.